From a dataset of Catalyst prediction with 721,799 reactions and 888 catalyst types from USPTO. Predict which catalyst facilitates the given reaction. (1) Reactant: [Br:1][C:2]1[CH:10]=[CH:9][C:5]([C:6]([OH:8])=O)=[CH:4][C:3]=1[O:11][CH2:12][CH3:13].Cl.[CH3:15][S:16]([CH2:19][CH2:20][NH2:21])(=[O:18])=[O:17].CN(C(ON1N=NC2C=CC=NC1=2)=[N+](C)C)C.F[P-](F)(F)(F)(F)F.CCN(C(C)C)C(C)C.C(=O)(O)[O-].[Na+]. Product: [Br:1][C:2]1[CH:10]=[CH:9][C:5]([C:6]([NH:21][CH2:20][CH2:19][S:16]([CH3:15])(=[O:18])=[O:17])=[O:8])=[CH:4][C:3]=1[O:11][CH2:12][CH3:13]. The catalyst class is: 20. (2) Reactant: CC1(C)[O:6][C:5](=[CH:7][C:8]([N:10]([CH2:13][C:14]2[CH:19]=[CH:18][C:17]([F:20])=[CH:16][CH:15]=2)[O:11][CH3:12])=[O:9])[C:4](=[O:21])O1.[C:23]1([CH3:33])[CH:28]=[CH:27][C:26]([S:29]([NH2:32])(=[O:31])=[O:30])=[CH:25][CH:24]=1.[H-].[Na+]. Product: [F:20][C:17]1[CH:16]=[CH:15][C:14]([CH2:13][N:10]([O:11][CH3:12])[C:8](=[O:9])[CH:7]=[C:5]([OH:6])[C:4](=[O:21])[NH:32][S:29]([C:26]2[CH:27]=[CH:28][C:23]([CH3:33])=[CH:24][CH:25]=2)(=[O:30])=[O:31])=[CH:19][CH:18]=1. The catalyst class is: 1. (3) Reactant: [F:1][C:2]1[CH:7]=[CH:6][C:5]([C:8](=O)[CH2:9][C:10]([C:12]2[CH:17]=[CH:16][CH:15]=[CH:14][CH:13]=2)=O)=[CH:4][C:3]=1[CH3:19].[NH2:20][NH2:21]. Product: [F:1][C:2]1[CH:7]=[CH:6][C:5]([C:8]2[CH:9]=[C:10]([C:12]3[CH:17]=[CH:16][CH:15]=[CH:14][CH:13]=3)[NH:21][N:20]=2)=[CH:4][C:3]=1[CH3:19]. The catalyst class is: 1. (4) The catalyst class is: 1. Product: [CH2:1]([C:3]1[CH:30]=[CH:29][CH:28]=[CH:27][C:4]=1[O:5][C:6]1[CH:26]=[CH:25][CH:24]=[CH:23][C:7]=1[C@:8]([C@@H:10]1[CH2:15][CH2:14][CH2:13][N:12]([C:16]([O:18][C:19]([CH3:22])([CH3:20])[CH3:21])=[O:17])[CH2:11]1)([OH:9])[CH2:36][CH2:35][CH2:34][CH2:33][O:32][CH3:31])[CH3:2]. Reactant: [CH2:1]([C:3]1[CH:30]=[CH:29][CH:28]=[CH:27][C:4]=1[O:5][C:6]1[CH:26]=[CH:25][CH:24]=[CH:23][C:7]=1[C:8]([C@@H:10]1[CH2:15][CH2:14][CH2:13][N:12]([C:16]([O:18][C:19]([CH3:22])([CH3:21])[CH3:20])=[O:17])[CH2:11]1)=[O:9])[CH3:2].[CH3:31][O:32][CH2:33][CH2:34][CH2:35][CH2:36][Mg]Cl. (5) Reactant: O.NN.[N+:4]([C:7]1[CH:24]=[C:23]([N+:25]([O-:27])=[O:26])[CH:22]=[CH:21][C:8]=1[O:9][N:10]1C(=O)C2C(=CC=CC=2)C1=O)([O-:6])=[O:5].Cl. Product: [N+:4]([C:7]1[CH:24]=[C:23]([N+:25]([O-:27])=[O:26])[CH:22]=[CH:21][C:8]=1[O:9][NH2:10])([O-:6])=[O:5]. The catalyst class is: 100.